Dataset: Catalyst prediction with 721,799 reactions and 888 catalyst types from USPTO. Task: Predict which catalyst facilitates the given reaction. (1) Reactant: [Cl:1][C:2]1[CH:20]=[CH:19][CH:18]=[CH:17][C:3]=1[CH2:4][N:5]1[C:13]2[C:8](=[CH:9][C:10]([Cl:14])=[CH:11][CH:12]=2)[C:7](=[O:15])[C:6]1=[O:16].[N+:21]([CH3:24])([O-:23])=[O:22]. Product: [Cl:14][C:10]1[CH:9]=[C:8]2[C:13](=[CH:12][CH:11]=1)[N:5]([CH2:4][C:3]1[CH:17]=[CH:18][CH:19]=[CH:20][C:2]=1[Cl:1])[C:6](=[O:16])[C:7]2([OH:15])[CH2:24][N+:21]([O-:23])=[O:22]. The catalyst class is: 6. (2) Reactant: O.O.[OH:3][C:4]1[CH:9]=[CH:8][C:7]([S:10]([O-:13])(=O)=[O:11])=[CH:6][CH:5]=1.[Na+].O.S(Cl)([Cl:18])=O.CN(C=O)C. Product: [OH:3][C:4]1[CH:9]=[CH:8][C:7]([S:10]([Cl:18])(=[O:13])=[O:11])=[CH:6][CH:5]=1. The catalyst class is: 11. (3) Reactant: C(N)CC1C=CC=CC=1.[CH2:10]([NH:18][C:19](=[O:29])[C:20]1[CH:25]=[CH:24][C:23]([Br:26])=[CH:22][C:21]=1[O:27][CH3:28])[CH2:11][C:12]1[CH:17]=[CH:16][CH:15]=[CH:14][CH:13]=1.BrC1C=CC(C(Cl)=O)=C(OC)C=1.C(N(CC)CC)C. Product: [CH2:10]([NH:18][C:19](=[O:29])[C:20]1[CH:25]=[CH:24][C:23]([Br:26])=[CH:22][C:21]=1[O:27][CH3:28])[CH2:11][C:12]1[CH:17]=[CH:16][CH:15]=[CH:14][CH:13]=1. The catalyst class is: 4. (4) Reactant: [Cl:1][C:2]1[CH:3]=[CH:4][C:5]([F:22])=[C:6]([CH:21]=1)[CH2:7][N:8]1[C:12]2=[N:13][CH:14]=[CH:15][CH:16]=[C:11]2[C:10]([C:17](=[N:19][OH:20])[NH2:18])=[N:9]1.N1C=CC=CC=1.Cl[C:30](OCC(C)C)=[O:31].O. Product: [Cl:1][C:2]1[CH:3]=[CH:4][C:5]([F:22])=[C:6]([CH:21]=1)[CH2:7][N:8]1[C:12]2=[N:13][CH:14]=[CH:15][CH:16]=[C:11]2[C:10]([C:17]2[NH:18][C:30](=[O:31])[O:20][N:19]=2)=[N:9]1. The catalyst class is: 623. (5) Reactant: [Cl:1][C:2]1[CH:7]=[C:6]([F:8])[C:5]([N+:9]([O-])=O)=[CH:4][C:3]=1[N:12]1[CH2:21][C:20]2[C:15](=[N:16][C:17]([S:22][CH3:23])=[N:18][CH:19]=2)[N:14]([CH3:24])[C:13]1=[O:25].Cl. Product: [NH2:9][C:5]1[C:6]([F:8])=[CH:7][C:2]([Cl:1])=[C:3]([N:12]2[CH2:21][C:20]3[C:15](=[N:16][C:17]([S:22][CH3:23])=[N:18][CH:19]=3)[N:14]([CH3:24])[C:13]2=[O:25])[CH:4]=1. The catalyst class is: 447. (6) Reactant: [CH3:1][CH2:2][C@H:3]1[O:18][C:16](=[O:17])[C@H:15]([CH3:19])[C@@H:14]([O:20][C@@H:21]2[O:26][C@@H:25]([CH3:27])[C@H:24]([OH:28])[C@@:23]([O:30][CH3:31])([CH3:29])[CH2:22]2)[C@H:13]([CH3:32])[C@@H:12]([O:33][C@@H:34]2[O:39][C@H:38]([CH3:40])[CH2:37][C@H:36]([N:41]([CH3:43])[CH3:42])[C@H:35]2[OH:44])[C@@:11]([OH:46])([CH3:45])[CH2:10][C@@H:9]([CH3:47])[CH2:8][N:7]([CH3:48])[C@H:6]([CH3:49])[C@@H:5]([OH:50])[C@@:4]1([OH:52])[CH3:51].[C:53]([OH:61])(=[O:60])[C@@H:54]([CH2:56][C:57]([OH:59])=[O:58])[OH:55]. Product: [CH3:1][CH2:2][C@H:3]1[O:18][C:16](=[O:17])[C@H:15]([CH3:19])[C@@H:14]([O:20][C@@H:21]2[O:26][C@@H:25]([CH3:27])[C@H:24]([OH:28])[C@@:23]([O:30][CH3:31])([CH3:29])[CH2:22]2)[C@H:13]([CH3:32])[C@@H:12]([O:33][C@@H:34]2[O:39][C@H:38]([CH3:40])[CH2:37][C@H:36]([N:41]([CH3:43])[CH3:42])[C@H:35]2[OH:44])[C@@:11]([OH:46])([CH3:45])[CH2:10][C@@H:9]([CH3:47])[CH2:8][N:7]([CH3:48])[C@H:6]([CH3:49])[C@@H:5]([OH:50])[C@@:4]1([OH:52])[CH3:51].[C:53]([O-:61])(=[O:60])[C@@H:54]([CH2:56][C:57]([O-:59])=[O:58])[OH:55]. The catalyst class is: 41. (7) Reactant: CCN(CC)CC.[NH2:8][C@@H:9]([CH2:15][C:16]1[CH:21]=[CH:20][CH:19]=[CH:18][CH:17]=1)[C@H:10]([OH:14])[C:11]([OH:13])=[O:12].Cl[C:23]([C:25]1[C:26]([CH3:36])=[C:27]([O:32][C:33](=[O:35])[CH3:34])[CH:28]=[C:29]([CH3:31])[CH:30]=1)=[O:24].Cl. Product: [C:33]([O:32][C:27]1[C:26]([CH3:36])=[C:25]([CH:30]=[C:29]([CH3:31])[CH:28]=1)[C:23]([NH:8][C@@H:9]([CH2:15][C:16]1[CH:21]=[CH:20][CH:19]=[CH:18][CH:17]=1)[C@H:10]([OH:14])[C:11]([OH:13])=[O:12])=[O:24])(=[O:35])[CH3:34]. The catalyst class is: 132.